Dataset: NCI-60 drug combinations with 297,098 pairs across 59 cell lines. Task: Regression. Given two drug SMILES strings and cell line genomic features, predict the synergy score measuring deviation from expected non-interaction effect. (1) Drug 1: C1=CC(=CC=C1CC(C(=O)O)N)N(CCCl)CCCl.Cl. Drug 2: CCCCC(=O)OCC(=O)C1(CC(C2=C(C1)C(=C3C(=C2O)C(=O)C4=C(C3=O)C=CC=C4OC)O)OC5CC(C(C(O5)C)O)NC(=O)C(F)(F)F)O. Cell line: SK-MEL-2. Synergy scores: CSS=-0.163, Synergy_ZIP=0.714, Synergy_Bliss=1.40, Synergy_Loewe=-2.38, Synergy_HSA=-1.90. (2) Drug 1: C1=C(C(=O)NC(=O)N1)N(CCCl)CCCl. Drug 2: C1C(C(OC1N2C=C(C(=O)NC2=O)F)CO)O. Cell line: MCF7. Synergy scores: CSS=36.0, Synergy_ZIP=-1.98, Synergy_Bliss=-1.95, Synergy_Loewe=1.67, Synergy_HSA=6.29. (3) Drug 1: CC1=CC2C(CCC3(C2CCC3(C(=O)C)OC(=O)C)C)C4(C1=CC(=O)CC4)C. Drug 2: CCCCCOC(=O)NC1=NC(=O)N(C=C1F)C2C(C(C(O2)C)O)O. Cell line: BT-549. Synergy scores: CSS=-4.97, Synergy_ZIP=1.55, Synergy_Bliss=-2.20, Synergy_Loewe=-5.13, Synergy_HSA=-4.71. (4) Drug 1: C1=CC(=C2C(=C1NCCNCCO)C(=O)C3=C(C=CC(=C3C2=O)O)O)NCCNCCO. Drug 2: CC(C)NC(=O)C1=CC=C(C=C1)CNNC.Cl. Cell line: COLO 205. Synergy scores: CSS=50.3, Synergy_ZIP=7.26, Synergy_Bliss=2.89, Synergy_Loewe=-28.3, Synergy_HSA=0.646. (5) Drug 1: C1C(C(OC1N2C=NC3=C(N=C(N=C32)Cl)N)CO)O. Drug 2: CNC(=O)C1=NC=CC(=C1)OC2=CC=C(C=C2)NC(=O)NC3=CC(=C(C=C3)Cl)C(F)(F)F. Cell line: PC-3. Synergy scores: CSS=7.13, Synergy_ZIP=-0.195, Synergy_Bliss=-0.800, Synergy_Loewe=-13.3, Synergy_HSA=-2.93. (6) Drug 1: CC1=C(C(CCC1)(C)C)C=CC(=CC=CC(=CC(=O)O)C)C. Drug 2: CC(C)CN1C=NC2=C1C3=CC=CC=C3N=C2N. Cell line: KM12. Synergy scores: CSS=9.39, Synergy_ZIP=-5.80, Synergy_Bliss=-6.96, Synergy_Loewe=-3.72, Synergy_HSA=-8.83.